Dataset: Forward reaction prediction with 1.9M reactions from USPTO patents (1976-2016). Task: Predict the product of the given reaction. Given the reactants [CH3:1][C:2]1[C:6]([I:7])=[C:5]([CH3:8])[NH:4][N:3]=1.[F:9][C:10]1[CH:17]=[C:16](F)[CH:15]=[CH:14][C:11]=1[C:12]#[N:13], predict the reaction product. The product is: [F:9][C:10]1[CH:17]=[C:16]([N:3]2[C:2]([CH3:1])=[C:6]([I:7])[C:5]([CH3:8])=[N:4]2)[CH:15]=[CH:14][C:11]=1[C:12]#[N:13].